Dataset: Full USPTO retrosynthesis dataset with 1.9M reactions from patents (1976-2016). Task: Predict the reactants needed to synthesize the given product. (1) Given the product [F:27][C:28]([F:35])([F:34])[CH:29]([OH:33])[CH2:30][CH2:31][I:25], predict the reactants needed to synthesize it. The reactants are: C1(P(C2C=CC=CC=2)C2C=CC=CC=2)C=CC=CC=1.N1C=CN=C1.[I:25]I.[F:27][C:28]([F:35])([F:34])[CH:29]([OH:33])[CH2:30][CH2:31]O. (2) Given the product [CH2:15]([NH:1][C:2]1[S:3][CH:4]=[CH:5][C:6]=1[C:7]([O:9][CH3:10])=[O:8])[CH2:16][CH2:17][CH3:18], predict the reactants needed to synthesize it. The reactants are: [NH2:1][C:2]1[S:3][CH:4]=[CH:5][C:6]=1[C:7]([O:9][CH3:10])=[O:8].C(O)(=O)C.[CH:15](=O)[CH2:16][CH2:17][CH3:18].C(O[BH-](OC(=O)C)OC(=O)C)(=O)C.[Na+]. (3) Given the product [F:12][C:5]1[CH:4]=[CH:3][C:2]([N:20]2[CH2:21][CH2:22][C:17](=[O:16])[CH2:18][CH2:19]2)=[C:11]2[C:6]=1[CH:7]=[CH:8][CH:9]=[N:10]2, predict the reactants needed to synthesize it. The reactants are: Br[C:2]1[CH:3]=[CH:4][C:5]([F:12])=[C:6]2[C:11]=1[N:10]=[CH:9][CH:8]=[CH:7]2.O1[C:17]2([CH2:22][CH2:21][NH:20][CH2:19][CH2:18]2)[O:16]CC1.C1(C2C3C(=CC=CC=3)C=CC=2)C2C(=CC=CC=2)C=CC=1.C1(PC2C=CC=CC=2)C=CC=CC=1. (4) The reactants are: [Br:1][C:2]1[CH:3]=[C:4]([CH2:8][CH2:9][C:10](O)=[O:11])[CH:5]=[CH:6][CH:7]=1.[H-].[H-].[H-].[H-].[Li+].[Al+3]. Given the product [Br:1][C:2]1[CH:3]=[C:4]([CH2:8][CH2:9][CH2:10][OH:11])[CH:5]=[CH:6][CH:7]=1, predict the reactants needed to synthesize it. (5) Given the product [CH3:27][O:26][C:19]1[CH:18]=[C:17]2[C:16](=[C:25]3[C:20]=1[CH:21]=[CH:22][CH:23]=[N:24]3)[NH:15][S:12](=[O:14])(=[O:13])[C:3]1[C:4]2=[CH:5][C:6]([C:8]([F:9])([F:11])[F:10])=[CH:7][CH:2]=1, predict the reactants needed to synthesize it. The reactants are: N[C:2]1[CH:7]=[C:6]([C:8]([F:11])([F:10])[F:9])[CH:5]=[CH:4][C:3]=1[S:12]([NH:15][C:16]1[CH:17]=[CH:18][C:19]([O:26][CH3:27])=[C:20]2[C:25]=1[N:24]=[CH:23][CH:22]=[CH:21]2)(=[O:14])=[O:13].N(OC(C)(C)C)=O.CC(O)=O. (6) Given the product [F:1][C:2]([F:7])([F:6])[C:3]([OH:5])=[O:4].[NH2:8][C@@H:9]1[CH2:13][CH2:12][N:11]([C:14]2[N:22]=[C:21]3[C:17]([N:18]=[CH:19][N:20]3[C@@H:23]3[CH2:27][C@H:26]([NH:28][C:29](=[O:32])[CH2:30][CH3:31])[C@@H:25]([OH:33])[C@H:24]3[OH:34])=[C:16]([NH:35][CH2:71][C:72]3[C:81]4[C:76](=[CH:77][CH:78]=[CH:79][CH:80]=4)[CH:75]=[CH:74][CH:73]=3)[N:15]=2)[CH2:10]1, predict the reactants needed to synthesize it. The reactants are: [F:1][C:2]([F:7])([F:6])[C:3]([OH:5])=[O:4].[NH2:8][C@@H:9]1[CH2:13][CH2:12][N:11]([C:14]2[N:22]=[C:21]3[C:17]([N:18]=[CH:19][N:20]3[C@@H:23]3[CH2:27][C@H:26]([NH:28][C:29](=[O:32])[CH2:30][CH3:31])[C@@H:25]([OH:33])[C@H:24]3[OH:34])=[C:16]([NH:35]C(CC)CC)[N:15]=2)[CH2:10]1.FC(F)(F)C(O)=O.ClC1N=C2C(N=CN2[C@@H]2C[C@H](NC(=O)CC)[C@@H](O)[C@H]2O)=C(N[CH2:71][C:72]2[C:81]3[C:76](=[CH:77][CH:78]=[CH:79][CH:80]=3)[CH:75]=[CH:74][CH:73]=2)N=1. (7) Given the product [F:1][C:2]1([F:14])[CH2:7][CH2:6][CH:5]([CH:8]=[O:9])[CH2:4][CH2:3]1, predict the reactants needed to synthesize it. The reactants are: [F:1][C:2]1([F:14])[CH2:7][CH2:6][CH:5]([C:8](N(OC)C)=[O:9])[CH2:4][CH2:3]1.[H-].C([Al+]CC(C)C)C(C)C.C1(C)C=CC=CC=1.Cl. (8) Given the product [CH3:37][C:38]1[N:39]=[C:40]([C:44]2[CH:50]=[CH:49][CH:48]=[CH:47][C:45]=2[NH:46][C:29]([O:1][CH2:2][CH:3]2[CH2:8][CH2:7][N:6]([C:9]([O:11][C:12]([CH3:15])([CH3:14])[CH3:13])=[O:10])[CH2:5][CH2:4]2)=[O:35])[S:41][C:42]=1[CH3:43], predict the reactants needed to synthesize it. The reactants are: [OH:1][CH2:2][CH:3]1[CH2:8][CH2:7][N:6]([C:9]([O:11][C:12]([CH3:15])([CH3:14])[CH3:13])=[O:10])[CH2:5][CH2:4]1.C(N(C(C)C)CC)(C)C.ClC(Cl)(O[C:29](=[O:35])OC(Cl)(Cl)Cl)Cl.[CH3:37][C:38]1[N:39]=[C:40]([C:44]2[CH:50]=[CH:49][CH:48]=[CH:47][C:45]=2[NH2:46])[S:41][C:42]=1[CH3:43].C(=O)(O)[O-].[Na+].